This data is from Full USPTO retrosynthesis dataset with 1.9M reactions from patents (1976-2016). The task is: Predict the reactants needed to synthesize the given product. (1) The reactants are: [CH3:1][O:2][C:3]1[CH:10]=[CH:9][C:6](NC)=[CH:5][CH:4]=1.[CH2:11]([N:13]([CH:17](C)C)C(C)C)C.ClC(Cl)([O:23]C(=O)OC(Cl)(Cl)Cl)Cl.Cl.[CH3:33][O:34][C:35]1[CH:36]=[C:37]([C:41]([CH:43]2[CH2:48][CH2:47][NH:46][CH2:45][CH2:44]2)=[O:42])[CH:38]=[CH:39][CH:40]=1. Given the product [CH3:1][O:2][C:3]1[CH:4]=[CH:5][C:6]([CH2:17][NH:13][C:11]([N:46]2[CH2:47][CH2:48][CH:43]([C:41](=[O:42])[C:37]3[CH:38]=[CH:39][CH:40]=[C:35]([O:34][CH3:33])[CH:36]=3)[CH2:44][CH2:45]2)=[O:23])=[CH:9][CH:10]=1, predict the reactants needed to synthesize it. (2) Given the product [Br:1][C:2]1[CH:10]=[CH:9][C:5]2[O:6][CH2:7][CH2:8][C:4]=2[CH:3]=1, predict the reactants needed to synthesize it. The reactants are: [Br:1][C:2]1[CH:10]=[C:9](Br)[C:5]2[O:6][CH2:7][CH2:8][C:4]=2[CH:3]=1.C([Li])CCC.[Cl-].[NH4+]. (3) Given the product [Cl:28][S:4]([CH2:5][C@H:6]1[O:12][CH2:11][CH2:10][N:9]([C:13]([O:15][C:16]([CH3:19])([CH3:18])[CH3:17])=[O:14])[CH2:8][C@H:7]1[C:20]1[CH:25]=[CH:24][C:23]([Cl:37])=[C:22]([Cl:27])[CH:21]=1)(=[O:35])=[O:39], predict the reactants needed to synthesize it. The reactants are: C([S:4][CH2:5][C@H:6]1[O:12][CH2:11][CH2:10][N:9]([C:13]([O:15][C:16]([CH3:19])([CH3:18])[CH3:17])=[O:14])[CH2:8][C@H:7]1[C:20]1[CH:25]=[CH:24][C:23](Cl)=[C:22]([Cl:27])[CH:21]=1)(=O)C.[ClH:28].ClN1C(=[O:35])CCC1=O.[Cl-:37].[Na+].[OH2:39]. (4) Given the product [CH2:30]([C@@H:22]([NH:21][C:20]([C:18]1[CH:17]=[CH:16][C:15]([F:38])=[C:14]([C:9]2[C:8]([C:6]([OH:7])=[O:5])=[CH:13][CH:12]=[CH:11][CH:10]=2)[CH:19]=1)=[O:37])[C@H:23]([C:25]([OH:27])=[O:26])[OH:24])[C:31]1[CH:36]=[CH:35][CH:34]=[CH:33][CH:32]=1, predict the reactants needed to synthesize it. The reactants are: C([O:5][C:6]([C:8]1[C:9]([C:14]2[CH:19]=[C:18]([C:20](=[O:37])[NH:21][C@H:22]([CH2:30][C:31]3[CH:36]=[CH:35][CH:34]=[CH:33][CH:32]=3)[C@H:23]([C:25]([O:27]CC)=[O:26])[OH:24])[CH:17]=[CH:16][C:15]=2[F:38])=[CH:10][CH:11]=[CH:12][CH:13]=1)=[O:7])(C)(C)C.C(O)(C(F)(F)F)=O.C(Cl)Cl.C1COCC1.[OH-].[Na+].